This data is from Forward reaction prediction with 1.9M reactions from USPTO patents (1976-2016). The task is: Predict the product of the given reaction. Given the reactants [CH2:1]([O:8][C:9](=[O:35])[NH:10][C@H:11]([C:15]1[CH:20]=[C:19]([C:21]2[N:25]([CH2:26][O:27][CH2:28][CH2:29][Si:30]([CH3:33])([CH3:32])[CH3:31])[N:24]=[CH:23][C:22]=2[NH2:34])[CH:18]=[CH:17][N:16]=1)[CH2:12][CH:13]=[CH2:14])[C:2]1[CH:7]=[CH:6][CH:5]=[CH:4][CH:3]=1.[CH3:36][C@H:37]([CH:41]=[CH2:42])[C:38](O)=[O:39].N1C=CC=CC=1.C(P1(=O)OP(CCC)(=O)OP(CCC)(=O)O1)CC, predict the reaction product. The product is: [CH2:1]([O:8][C:9](=[O:35])[NH:10][C@H:11]([C:15]1[CH:20]=[C:19]([C:21]2[N:25]([CH2:26][O:27][CH2:28][CH2:29][Si:30]([CH3:32])([CH3:31])[CH3:33])[N:24]=[CH:23][C:22]=2[NH:34][C:38](=[O:39])[C@H:37]([CH3:36])[CH:41]=[CH2:42])[CH:18]=[CH:17][N:16]=1)[CH2:12][CH:13]=[CH2:14])[C:2]1[CH:7]=[CH:6][CH:5]=[CH:4][CH:3]=1.